The task is: Predict which catalyst facilitates the given reaction.. This data is from Catalyst prediction with 721,799 reactions and 888 catalyst types from USPTO. (1) Reactant: [OH:1][C:2]1[CH:3]=[C:4]([CH2:8][C:9]([NH:11][C:12]2[CH:13]=[N:14][CH:15]=[C:16]([C:18]3[CH:23]=[CH:22][CH:21]=[C:20]([OH:24])[CH:19]=3)[CH:17]=2)=O)[CH:5]=[CH:6][CH:7]=1. Product: [OH:1][C:2]1[CH:3]=[C:4]([CH2:8][CH2:9][NH:11][C:12]2[CH:17]=[C:16]([C:18]3[CH:19]=[C:20]([OH:24])[CH:21]=[CH:22][CH:23]=3)[CH:15]=[N:14][CH:13]=2)[CH:5]=[CH:6][CH:7]=1. The catalyst class is: 1. (2) Reactant: [OH:1][C:2]1([C:8]#[C:9][C:10]2[N:18]=[C:17]3[C:13]([N:14]=[CH:15][N:16]3[CH2:19][C:20]#[CH:21])=[C:12]([NH2:22])[N:11]=2)[CH2:7][CH2:6][CH2:5][CH2:4][CH2:3]1.[Cl:23]N1C(=O)CCC1=O.C([O-])(=O)C.[K+].S([O-])([O-])(=O)=S.[Na+].[Na+]. Product: [Cl:23][C:15]1[N:16]([CH2:19][C:20]#[CH:21])[C:17]2[C:13]([N:14]=1)=[C:12]([NH2:22])[N:11]=[C:10]([C:9]#[C:8][C:2]1([OH:1])[CH2:7][CH2:6][CH2:5][CH2:4][CH2:3]1)[N:18]=2. The catalyst class is: 9. (3) Reactant: [H-].[Na+].[OH:3][C@H:4]1[CH2:9][CH2:8][CH2:7][C@@H:6]([O:10][CH2:11][C:12]2[CH:21]=[CH:20][CH:19]=[C:18]([CH3:22])[C:13]=2[C:14]([O:16][CH3:17])=[O:15])[CH2:5]1.I[C:24]1[NH:25][C:26](C)([C:30]2[CH:39]=[CH:38][C:37]3[C:32](=[CH:33][CH:34]=[CH:35][CH:36]=3)[CH:31]=2)[O:27][C:28]=1[CH3:29].[C:41](OC)(C)(C)C. Product: [CH3:22][C:18]1[CH:19]=[CH:20][CH:21]=[C:12]([CH2:11][O:10][C@@H:6]2[CH2:7][CH2:8][CH2:9][C@H:4]([O:3][CH2:41][C:24]3[N:25]=[C:26]([C:30]4[CH:39]=[CH:38][C:37]5[C:32](=[CH:33][CH:34]=[CH:35][CH:36]=5)[CH:31]=4)[O:27][C:28]=3[CH3:29])[CH2:5]2)[C:13]=1[C:14]([O:16][CH3:17])=[O:15]. The catalyst class is: 9. (4) Reactant: [NH2:1][C:2]1[CH:7]=[C:6]([C:8]2[S:9][C:10]([C:23]3[NH:27][CH:26]=[N:25][CH:24]=3)=[C:11]([C:15]3[CH:20]=[CH:19][C:18]([Cl:21])=[CH:17][C:16]=3[Cl:22])[C:12]=2[C:13]#[N:14])[CH:5]=[CH:4][N:3]=1.N1C=CC=CC=1.C(Cl)Cl.[C:37](OC(=O)C)(=[O:39])[CH3:38].CO.C(=O)(O)[O-].[Na+]. Product: [C:13]([C:12]1[C:11]([C:15]2[CH:20]=[CH:19][C:18]([Cl:21])=[CH:17][C:16]=2[Cl:22])=[C:10]([C:23]2[NH:27][CH:26]=[N:25][CH:24]=2)[S:9][C:8]=1[C:6]1[CH:5]=[CH:4][N:3]=[C:2]([NH:1][C:37](=[O:39])[CH3:38])[CH:7]=1)#[N:14]. The catalyst class is: 6. (5) Reactant: Cl[C:2]1[C:7]([NH2:8])=[C:6]([Cl:9])[N:5]=[C:4]([NH2:10])[N:3]=1.Cl.[N+:12]([C:15]1[CH:16]=[C:17]([CH:20]=[CH:21][CH:22]=1)[CH2:18]N)([O-:14])=[O:13].C([N:25](CC)CC)C. Product: [Cl:9][C:6]1[N:5]=[C:4]([NH:10][CH2:18][C:17]2[CH:20]=[CH:21][CH:22]=[C:15]([N+:12]([O-:14])=[O:13])[CH:16]=2)[N:3]=[C:2]([NH2:25])[C:7]=1[NH2:8]. The catalyst class is: 114. (6) Reactant: [NH2:1][CH2:2][CH2:3][C:4]1[CH:9]=[CH:8][CH:7]=[CH:6][C:5]=1[C:10]1[O:14][N:13]=[C:12]([C@@H:15]2[C@:20]([C:22]3[CH:27]=[CH:26][C:25]([F:28])=[C:24]([F:29])[CH:23]=3)([OH:21])[CH2:19][CH2:18][N:17]([C:30]([O:32][C:33]([CH3:36])([CH3:35])[CH3:34])=[O:31])[CH2:16]2)[C:11]=1[Cl:37].C(N(CC)CC)C.[C:45](OC(=O)C)(=[O:47])[CH3:46].O. Product: [C:45]([NH:1][CH2:2][CH2:3][C:4]1[CH:9]=[CH:8][CH:7]=[CH:6][C:5]=1[C:10]1[O:14][N:13]=[C:12]([C@@H:15]2[C@:20]([C:22]3[CH:27]=[CH:26][C:25]([F:28])=[C:24]([F:29])[CH:23]=3)([OH:21])[CH2:19][CH2:18][N:17]([C:30]([O:32][C:33]([CH3:34])([CH3:36])[CH3:35])=[O:31])[CH2:16]2)[C:11]=1[Cl:37])(=[O:47])[CH3:46]. The catalyst class is: 2. (7) Reactant: Cl[C:2]1[N:7]2[CH:8]=[CH:9][N:10]=[C:6]2[CH:5]=[CH:4][CH:3]=1.[NH2:11][C:12]1[CH:17]=[CH:16][C:15]([SH:18])=[CH:14][CH:13]=1.C(N(CC)CC)C.O. Product: [NH2:11][C:12]1[CH:17]=[CH:16][C:15]([S:18][C:2]2[N:7]3[CH:8]=[CH:9][N:10]=[C:6]3[CH:5]=[CH:4][CH:3]=2)=[CH:14][CH:13]=1. The catalyst class is: 3.